Task: Predict the product of the given reaction.. Dataset: Forward reaction prediction with 1.9M reactions from USPTO patents (1976-2016) (1) Given the reactants [NH2:1][C:2]1[CH:11]=[C:10]([O:12][CH2:13][CH2:14][CH2:15][Cl:16])[C:9]([O:17][CH3:18])=[CH:8][C:3]=1[C:4]([O:6][CH3:7])=[O:5].[CH3:19][N:20]([CH:22](OC)OC)[CH3:21], predict the reaction product. The product is: [Cl:16][CH2:15][CH2:14][CH2:13][O:12][C:10]1[C:9]([O:17][CH3:18])=[CH:8][C:3]([C:4]([O:6][CH3:7])=[O:5])=[C:2](/[N:1]=[CH:19]/[N:20]([CH3:22])[CH3:21])[CH:11]=1. (2) Given the reactants [Cl:1][C:2]1[C:11]2[C:6](=[CH:7][C:8]([C:12]3[CH:17]=[CH:16][C:15]([O:18]C)=[CH:14][C:13]=3[CH3:20])=[CH:9][CH:10]=2)[CH:5]=[CH:4][C:3]=1[OH:21].B(Br)(Br)Br, predict the reaction product. The product is: [Cl:1][C:2]1[C:11]2[C:6](=[CH:7][C:8]([C:12]3[CH:17]=[CH:16][C:15]([OH:18])=[CH:14][C:13]=3[CH3:20])=[CH:9][CH:10]=2)[CH:5]=[CH:4][C:3]=1[OH:21]. (3) Given the reactants IC1C=NC(N)=C2OC(C3C4C(=CN=CC=4)N(C)N=3)=CC=12.I[C:23]1[CH:28]=[N:27][C:26]([NH2:29])=[C:25]2[O:30][C:31]([C:33]3[N:34]([CH3:42])[N:35]=[C:36]4[C:41]=3[CH:40]=[CH:39][N:38]=[CH:37]4)=[CH:32][C:24]=12.CC1(C)C(C)(C)OB([C:51]2[CH:52]=[N:53][N:54]([CH:56]3[CH2:61][CH2:60][N:59]([C:62](=[O:64])[CH3:63])[CH2:58][CH2:57]3)[CH:55]=2)O1.C(=O)([O-])[O-].[K+].[K+], predict the reaction product. The product is: [NH2:29][C:26]1[N:27]=[CH:28][C:23]([C:51]2[CH:52]=[N:53][N:54]([CH:56]3[CH2:57][CH2:58][N:59]([C:62](=[O:64])[CH3:63])[CH2:60][CH2:61]3)[CH:55]=2)=[C:24]2[CH:32]=[C:31]([C:33]3[N:34]([CH3:42])[N:35]=[C:36]4[C:41]=3[CH:40]=[CH:39][N:38]=[CH:37]4)[O:30][C:25]=12. (4) Given the reactants Cl[C:2]1[C:11]2[C:6](=[CH:7][CH:8]=[CH:9][CH:10]=2)[C:5]([O:12][CH2:13][CH3:14])=[CH:4][N:3]=1.[F-:15].[Cs+], predict the reaction product. The product is: [F:15][C:2]1[C:11]2[C:6](=[CH:7][CH:8]=[CH:9][CH:10]=2)[C:5]([O:12][CH2:13][CH3:14])=[CH:4][N:3]=1. (5) Given the reactants [F:1][C:2]1[C:3]([N+:11]([O-:13])=[O:12])=[CH:4][C:5]([O:9][CH3:10])=[C:6]([OH:8])[CH:7]=1.Br[CH2:15][CH2:16][CH2:17][O:18][Si:19]([C:22]([CH3:25])([CH3:24])[CH3:23])([CH3:21])[CH3:20].C(=O)([O-])[O-].[K+].[K+].[Cl-].[NH4+], predict the reaction product. The product is: [C:22]([Si:19]([O:18][CH2:17][CH2:16][CH2:15][O:8][C:6]1[CH:7]=[C:2]([F:1])[C:3]([N+:11]([O-:13])=[O:12])=[CH:4][C:5]=1[O:9][CH3:10])([CH3:20])[CH3:21])([CH3:24])([CH3:25])[CH3:23]. (6) Given the reactants [Cl:1][C:2]1[CH:3]=[C:4]([C:13](OC)=[O:14])[C:5]2[O:9][C:8]([C:10]#[N:11])=[CH:7][C:6]=2[CH:12]=1.[H-].[H-].[H-].[H-].[Li+].[Al+3], predict the reaction product. The product is: [Cl:1][C:2]1[CH:3]=[C:4]([CH2:13][OH:14])[C:5]2[O:9][C:8]([C:10]#[N:11])=[CH:7][C:6]=2[CH:12]=1. (7) Given the reactants [CH3:1][C:2]1[CH:7]=[C:6]([CH3:8])[N:5]=[C:4]([N:9]2[CH2:16][CH:15]3[CH:11]([CH2:12][NH:13][CH2:14]3)[CH2:10]2)[N:3]=1.CC(O)=O.[CH3:21][O:22][C:23]1[CH:31]=[C:30]([CH3:32])[CH:29]=[CH:28][C:24]=1[C:25](O)=[O:26], predict the reaction product. The product is: [CH3:1][C:2]1[CH:7]=[C:6]([CH3:8])[N:5]=[C:4]([N:9]2[CH2:16][CH:15]3[CH2:14][N:13]([C:25]([C:24]4[CH:28]=[CH:29][C:30]([CH3:32])=[CH:31][C:23]=4[O:22][CH3:21])=[O:26])[CH2:12][CH:11]3[CH2:10]2)[N:3]=1. (8) Given the reactants [Br:1][C:2]1[CH:3]=[C:4]([NH:9][C:10]2[C:11]3[CH:19]=[C:18](F)[N:17]=[CH:16][C:12]=3[N:13]=[CH:14][N:15]=2)[CH:5]=[CH:6][C:7]=1[F:8].[CH3:21][O:22][C:23]1[CH:30]=[CH:29][C:26]([CH2:27][NH2:28])=[CH:25][CH:24]=1, predict the reaction product. The product is: [Br:1][C:2]1[CH:3]=[C:4]([NH:9][C:10]2[C:11]3[CH:19]=[C:18]([NH:28][CH2:27][C:26]4[CH:29]=[CH:30][C:23]([O:22][CH3:21])=[CH:24][CH:25]=4)[N:17]=[CH:16][C:12]=3[N:13]=[CH:14][N:15]=2)[CH:5]=[CH:6][C:7]=1[F:8]. (9) Given the reactants [F:1][C:2]([F:33])([F:32])[C:3]1[CH:27]=[C:26]([C:28]([F:31])([F:30])[F:29])[CH:25]=[CH:24][C:4]=1[CH2:5][O:6][C:7]1[CH:12]=[CH:11][C:10](/[CH:13]=[C:14]2/[C:15]([NH:20][CH3:21])=[N:16][C:17](=[O:19])[S:18]/2)=[CH:9][C:8]=1[O:22][CH3:23].[C:34](=O)([O-])[O-].[K+].[K+].CI.O, predict the reaction product. The product is: [F:33][C:2]([F:1])([F:32])[C:3]1[CH:27]=[C:26]([C:28]([F:30])([F:29])[F:31])[CH:25]=[CH:24][C:4]=1[CH2:5][O:6][C:7]1[CH:12]=[CH:11][C:10](/[CH:13]=[C:14]2/[C:15](=[N:20]\[CH3:21])/[N:16]([CH3:34])[C:17](=[O:19])[S:18]/2)=[CH:9][C:8]=1[O:22][CH3:23]. (10) Given the reactants [Br:1][C:2]1[CH:3]=[CH:4][C:5]2[O:9][C:8]([C:10](OCC)=[O:11])=[CH:7][C:6]=2[CH:15]=1.CC(C[AlH]CC(C)C)C.O, predict the reaction product. The product is: [Br:1][C:2]1[CH:3]=[CH:4][C:5]2[O:9][C:8]([CH2:10][OH:11])=[CH:7][C:6]=2[CH:15]=1.